From a dataset of Full USPTO retrosynthesis dataset with 1.9M reactions from patents (1976-2016). Predict the reactants needed to synthesize the given product. (1) Given the product [ClH:50].[F:1][C:2]1[CH:3]=[C:4]([CH:8]=[CH:9][C:10]=1[F:11])[C:5]([NH:12][C@H:13]1[CH2:14][CH2:15][C@@H:16]([NH:19][C:20]2[N:25]=[C:24]([NH:26][CH3:27])[CH:23]=[CH:22][N:21]=2)[CH2:17][CH2:18]1)=[O:7], predict the reactants needed to synthesize it. The reactants are: [F:1][C:2]1[CH:3]=[C:4]([CH:8]=[CH:9][C:10]=1[F:11])[C:5]([OH:7])=O.[NH2:12][C@@H:13]1[CH2:18][CH2:17][C@H:16]([NH:19][C:20]2[N:25]=[C:24]([NH:26][CH3:27])[CH:23]=[CH:22][N:21]=2)[CH2:15][CH2:14]1.C1C=CC2N(O)N=NC=2C=1.O.CCN=C=NCCCN(C)C.[ClH:50]. (2) Given the product [CH2:1]1[N:6]2[CH2:7][N:8]3[CH2:10][N:4]([CH2:5]2)[CH2:3][N:2]1[CH2:9]3.[N+:11]([O-:14])([OH:13])=[O:12], predict the reactants needed to synthesize it. The reactants are: [CH2:1]1[N:6]2[CH2:7][N:8]3[CH2:10][N:4]([CH2:5]2)[CH2:3][N:2]1[CH2:9]3.[N+:11]([O-:14])([O-:13])=[O:12]. (3) The reactants are: [CH:1]([N:4]1[C:8]([C:9]2[S:10][C:11]3[CH2:12][CH2:13][O:14][C:15]4[CH:22]=[C:21]([CH:23]5[CH2:26][N:25]([CH2:27][CH2:28][O:29]C6CCCCO6)[CH2:24]5)[CH:20]=[CH:19][C:16]=4[C:17]=3[N:18]=2)=[N:7][CH:6]=[N:5]1)([CH3:3])[CH3:2]. Given the product [CH:1]([N:4]1[C:8]([C:9]2[S:10][C:11]3[CH2:12][CH2:13][O:14][C:15]4[CH:22]=[C:21]([CH:23]5[CH2:24][N:25]([CH2:27][CH2:28][OH:29])[CH2:26]5)[CH:20]=[CH:19][C:16]=4[C:17]=3[N:18]=2)=[N:7][CH:6]=[N:5]1)([CH3:3])[CH3:2], predict the reactants needed to synthesize it. (4) The reactants are: Cl[C:2]1[CH:10]=[CH:9][C:8]([S:11]([CH3:14])(=[O:13])=[O:12])=[CH:7][C:3]=1[C:4]([OH:6])=[O:5].[CH:15]1([OH:19])[CH2:18][CH2:17][CH2:16]1. Given the product [CH:15]1([O:19][C:2]2[CH:10]=[CH:9][C:8]([S:11]([CH3:14])(=[O:13])=[O:12])=[CH:7][C:3]=2[C:4]([OH:6])=[O:5])[CH2:18][CH2:17][CH2:16]1, predict the reactants needed to synthesize it.